Predict which catalyst facilitates the given reaction. From a dataset of Catalyst prediction with 721,799 reactions and 888 catalyst types from USPTO. (1) Reactant: C(OC([NH:8][C@@H:9]([CH2:23][C@H:24]1[CH2:29][CH2:28][C@H:27]([F:30])[CH2:26][CH2:25]1)[CH2:10][N:11]([CH3:22])[C:12](=[O:21])[O:13][CH2:14][C:15]1[CH:20]=[CH:19][CH:18]=[CH:17][CH:16]=1)=O)(C)(C)C. Product: [NH2:8][C@@H:9]([CH2:23][C@H:24]1[CH2:25][CH2:26][C@H:27]([F:30])[CH2:28][CH2:29]1)[CH2:10][N:11]([CH3:22])[C:12](=[O:21])[O:13][CH2:14][C:15]1[CH:16]=[CH:17][CH:18]=[CH:19][CH:20]=1. The catalyst class is: 137. (2) Reactant: [CH2:1]([O:3][C:4](=[O:48])[CH2:5][CH2:6][CH2:7][O:8][C:9]1[CH:14]=[CH:13][CH:12]=[C:11]([CH2:15][CH2:16][CH2:17][CH2:18][CH2:19][CH2:20][O:21][C:22]2[CH:23]=[C:24]([C:33]3[CH:38]=[CH:37][C:36](F)=[C:35](F)[CH:34]=3)[CH:25]=[C:26]([C:28](=[O:32])[N:29]([CH3:31])[CH3:30])[CH:27]=2)[C:10]=1[CH2:41][CH2:42][C:43]([O:45][CH2:46][CH3:47])=[O:44])[CH3:2].C(OC(=O)CCCOC1C=CC=C(CCCCCCOC2C=C(C(N3CC[C:80]([F:84])([F:83])[CH2:79]3)=O)C=C(Br)C=2)C=1CCC(OCC)=O)C.C1(B(O)O)C=CC=CC=1.C(=O)([O-])[O-].[Cs+].[Cs+]. Product: [CH2:1]([O:3][C:4](=[O:48])[CH2:5][CH2:6][CH2:7][O:8][C:9]1[CH:14]=[CH:13][CH:12]=[C:11]([CH2:15][CH2:16][CH2:17][CH2:18][CH2:19][CH2:20][O:21][C:22]2[CH:23]=[C:24]([C:33]3[CH:38]=[CH:37][CH:36]=[CH:35][CH:34]=3)[CH:25]=[C:26]([C:28]([N:29]3[CH2:30][CH2:79][C:80]([F:84])([F:83])[CH2:31]3)=[O:32])[CH:27]=2)[C:10]=1[CH2:41][CH2:42][C:43]([O:45][CH2:46][CH3:47])=[O:44])[CH3:2]. The catalyst class is: 438. (3) Reactant: [CH3:1][C:2]1([CH3:37])[O:6][C@@H:5]2[O:7][C@H:8](/[CH:23]=[CH:24]/[C:25]3[CH:30]=[CH:29][C:28]([C:31]4[CH:32]=[N:33][CH:34]=[N:35][CH:36]=4)=[CH:27][CH:26]=3)[C@H:9]([CH2:10][CH2:11][N:12]3[C:17](=[O:18])[C:16]4[CH:19]=[CH:20][CH:21]=[CH:22][C:15]=4[N:14]=[N:13]3)[C@@H:4]2[O:3]1.O1CCCC1.[H][H]. Product: [CH3:1][C:2]1([CH3:37])[O:6][C@@H:5]2[O:7][C@H:8]([CH2:23][CH2:24][C:25]3[CH:26]=[CH:27][C:28]([C:31]4[CH:32]=[N:33][CH:34]=[N:35][CH:36]=4)=[CH:29][CH:30]=3)[C@H:9]([CH2:10][CH2:11][N:12]3[C:17](=[O:18])[C:16]4[CH:19]=[CH:20][CH:21]=[CH:22][C:15]=4[N:14]=[N:13]3)[C@@H:4]2[O:3]1. The catalyst class is: 43.